This data is from Reaction yield outcomes from USPTO patents with 853,638 reactions. The task is: Predict the reaction yield, written as a fraction of the theoretical maximum amount of product (1.0 means a 100% yield; for example, 0.34 means a 34% yield). The reactants are N1C=CC=CC=1CN.Cl.[O:10]1[CH:14]=[C:13]([CH2:15][NH2:16])[N:12]=[CH:11]1.[F:17][C:18]1[CH:47]=[CH:46][C:21]([CH2:22][N:23]2[C:27](=[O:28])[N:26]([C:29]3[CH:33]=[C:32]([C:34](O)=[O:35])[N:31](CC4C=CC(OC)=CC=4)[N:30]=3)[CH:25]=[N:24]2)=[CH:20][CH:19]=1. No catalyst specified. The product is [F:17][C:18]1[CH:47]=[CH:46][C:21]([CH2:22][N:23]2[C:27](=[O:28])[N:26]([C:29]3[CH:33]=[C:32]([C:34]([NH:16][CH2:15][C:13]4[N:12]=[CH:11][O:10][CH:14]=4)=[O:35])[NH:31][N:30]=3)[CH:25]=[N:24]2)=[CH:20][CH:19]=1. The yield is 0.660.